Dataset: Catalyst prediction with 721,799 reactions and 888 catalyst types from USPTO. Task: Predict which catalyst facilitates the given reaction. Reactant: [C:1]([C:5]1[CH:10]=[CH:9][C:8]([C:11]2[S:12][CH:13]=[C:14]([CH:17]=O)[C:15]=2[OH:16])=[CH:7][CH:6]=1)([CH3:4])([CH3:3])[CH3:2].[NH:19]([C:21]([NH:23][C:24]1[CH:32]=[CH:31][C:27]([C:28]([OH:30])=[O:29])=[CH:26][CH:25]=1)=[S:22])[NH2:20].Cl. Product: [C:1]([C:5]1[CH:6]=[CH:7][C:8]([C:11]2[S:12][CH:13]=[C:14]([CH:17]=[N:20][NH:19][C:21]([NH:23][C:24]3[CH:32]=[CH:31][C:27]([C:28]([OH:30])=[O:29])=[CH:26][CH:25]=3)=[S:22])[C:15]=2[OH:16])=[CH:9][CH:10]=1)([CH3:2])([CH3:3])[CH3:4]. The catalyst class is: 9.